This data is from Peptide-MHC class I binding affinity with 185,985 pairs from IEDB/IMGT. The task is: Regression. Given a peptide amino acid sequence and an MHC pseudo amino acid sequence, predict their binding affinity value. This is MHC class I binding data. (1) The peptide sequence is YFSMVGNWA. The MHC is Patr-A0901 with pseudo-sequence Patr-A0901. The binding affinity (normalized) is 0.387. (2) The peptide sequence is FDEISMATNY. The MHC is HLA-A01:01 with pseudo-sequence HLA-A01:01. The binding affinity (normalized) is 0.125.